This data is from Catalyst prediction with 721,799 reactions and 888 catalyst types from USPTO. The task is: Predict which catalyst facilitates the given reaction. (1) Reactant: [NH:1]1[CH2:6][CH2:5][NH:4][CH2:3][CH2:2]1.[CH3:7][S:8]([Cl:11])(=[O:10])=[O:9]. Product: [Cl-:11].[S:8]([NH+:1]1[CH2:6][CH2:5][NH:4][CH2:3][CH2:2]1)([CH3:7])(=[O:10])=[O:9]. The catalyst class is: 2. (2) Reactant: [F:1][C:2]1[C:3]([NH:24][C:25]2[CH:30]=[CH:29][C:28]([I:31])=[CH:27][C:26]=2[F:32])=[C:4]([CH:12]=[C:13](/[CH:16]=[N:17]/[O:18][CH2:19][C:20](=[O:23])[NH:21][CH3:22])[C:14]=1[F:15])[C:5]([NH:7][O:8][CH2:9][CH2:10][OH:11])=[O:6].ClC(Cl)C(O)=O. Product: [F:1][C:2]1[C:3]([NH:24][C:25]2[CH:30]=[CH:29][C:28]([I:31])=[CH:27][C:26]=2[F:32])=[C:4]([CH:12]=[C:13]([CH2:16][NH:17][O:18][CH2:19][C:20](=[O:23])[NH:21][CH3:22])[C:14]=1[F:15])[C:5]([NH:7][O:8][CH2:9][CH2:10][OH:11])=[O:6]. The catalyst class is: 2. (3) Reactant: C(N(CC)CC)C.[CH3:8][O:9][C:10]1[CH:11]=[C:12]([NH2:22])[CH:13]=[CH:14][C:15]=1[N:16]1[CH:20]=[C:19]([CH3:21])[N:18]=[CH:17]1.[Cl:23][C:24]1[N:29]=[C:28](Cl)[N:27]=[C:26]([O:31][CH3:32])[N:25]=1. Product: [Cl:23][C:24]1[N:25]=[C:26]([O:31][CH3:32])[N:27]=[C:28]([NH:22][C:12]2[CH:13]=[CH:14][C:15]([N:16]3[CH:20]=[C:19]([CH3:21])[N:18]=[CH:17]3)=[C:10]([O:9][CH3:8])[CH:11]=2)[N:29]=1. The catalyst class is: 5. (4) Reactant: [F:1][C:2]1[CH:7]=[C:6]([F:8])[CH:5]=[CH:4][C:3]=1[C:9](=O)[CH2:10][C:11]1[CH:12]=[CH:13][C:14]2[N:15]([C:17]([CH:20]([CH3:22])[CH3:21])=[N:18][N:19]=2)[N:16]=1.Cl.[NH2:25][N:26]1[CH2:30][CH2:29][CH2:28][C:27]1=[O:31].N1C=CC=CC=1. Product: [F:1][C:2]1[CH:7]=[C:6]([F:8])[CH:5]=[CH:4][C:3]=1[C:9](=[N:25][N:26]1[CH2:30][CH2:29][CH2:28][C:27]1=[O:31])[CH2:10][C:11]1[CH:12]=[CH:13][C:14]2[N:15]([C:17]([CH:20]([CH3:22])[CH3:21])=[N:18][N:19]=2)[N:16]=1. The catalyst class is: 52. (5) Reactant: [CH2:1]([O:4][C:5]1[C:6]([CH2:11]O)=[N:7][CH:8]=[CH:9][CH:10]=1)[CH:2]=[CH2:3].C(N(CC)CC)C.CS([Cl:24])(=O)=O.O. Product: [CH2:1]([O:4][C:5]1[C:6]([CH2:11][Cl:24])=[N:7][CH:8]=[CH:9][CH:10]=1)[CH:2]=[CH2:3]. The catalyst class is: 4.